This data is from Forward reaction prediction with 1.9M reactions from USPTO patents (1976-2016). The task is: Predict the product of the given reaction. The product is: [N:2]1([C:27]([O:26][CH2:25][C:22]2[CH:23]=[CH:24][CH:19]=[CH:20][CH:21]=2)=[O:28])[CH2:6][CH2:5][CH2:4][C@H:3]1[C:7]([O:9][CH3:10])=[O:8]. Given the reactants Cl.[NH:2]1[CH2:6][CH2:5][CH2:4][C@H:3]1[C:7]([O:9][CH2:10]C)=[O:8].CCN(CC)CC.[CH:19]1[CH:24]=[CH:23][C:22]([CH2:25][O:26][C:27](Cl)=[O:28])=[CH:21][CH:20]=1, predict the reaction product.